This data is from Catalyst prediction with 721,799 reactions and 888 catalyst types from USPTO. The task is: Predict which catalyst facilitates the given reaction. (1) Reactant: [F:1][C:2]1[CH:11]=[CH:10][C:5]2[C:6](=O)[NH:7][O:8][C:4]=2[C:3]=1[F:12].O=P(Cl)(Cl)[Cl:15]. Product: [Cl:15][C:6]1[C:5]2[CH:10]=[CH:11][C:2]([F:1])=[C:3]([F:12])[C:4]=2[O:8][N:7]=1. The catalyst class is: 28. (2) Reactant: [Cl:1][C:2]1[CH:3]=[C:4]([NH:9][CH2:10][C:11]([N:13]2[CH2:19][CH2:18][CH2:17][CH2:16][CH:15]([NH:20][C:21]3[C:22]4[CH:29]=[CH:28][NH:27][C:23]=4[N:24]=[CH:25][N:26]=3)[CH2:14]2)=[O:12])[CH:5]=[C:6]([Cl:8])[CH:7]=1.CO. Product: [Cl:1][C:2]1[CH:3]=[C:4]([NH:9][CH2:10][C:11]([N:13]2[CH2:19][CH:18]3[CH2:17][CH:16]2[CH:15]([NH:20][C:21]2[C:22]4[CH:29]=[CH:28][NH:27][C:23]=4[N:24]=[CH:25][N:26]=2)[CH2:14]3)=[O:12])[CH:5]=[C:6]([Cl:8])[CH:7]=1. The catalyst class is: 2. (3) Reactant: [N:1]([CH:4]1[C:10]2[CH:11]=[CH:12][CH:13]=[CH:14][C:9]=2[CH:8]=[N:7][N:6]([CH3:15])[C:5]1=[O:16])=[N+]=[N-]. Product: [NH2:1][CH:4]1[C:10]2[CH:11]=[CH:12][CH:13]=[CH:14][C:9]=2[CH:8]=[N:7][N:6]([CH3:15])[C:5]1=[O:16]. The catalyst class is: 99. (4) Reactant: [N+:1]([C:4]1[S:8][C:7]([C:9]([OH:11])=O)=[CH:6][CH:5]=1)([O-:3])=[O:2].C(Cl)(=O)C(Cl)=O.[CH2:18]([NH2:21])[CH2:19][CH3:20].CCN(CC)CC. Product: [N+:1]([C:4]1[S:8][C:7]([C:9]([NH:21][CH2:18][CH2:19][CH3:20])=[O:11])=[CH:6][CH:5]=1)([O-:3])=[O:2]. The catalyst class is: 85. (5) Reactant: OC(C(F)(F)F)=O.[CH:8]([C@:11]1([C:17]([N:19]2[CH2:28][CH2:27][C:26]3[C:21](=[CH:22][C:23]([C:29]([F:32])([F:31])[F:30])=[CH:24][CH:25]=3)[CH2:20]2)=[O:18])[CH2:15][CH2:14][C@@H:13]([NH2:16])[CH2:12]1)([CH3:10])[CH3:9].[OH:33][C:34]1([C:41]2[S:42][C:43]([CH3:46])=[CH:44][N:45]=2)[CH2:39][CH2:38][C:37](=O)[CH2:36][CH2:35]1.C(N(CC)CC)C.C(O[BH-](OC(=O)C)OC(=O)C)(=O)C.[Na+]. Product: [CH:8]([C@:11]1([C:17]([N:19]2[CH2:28][CH2:27][C:26]3[C:21](=[CH:22][C:23]([C:29]([F:32])([F:30])[F:31])=[CH:24][CH:25]=3)[CH2:20]2)=[O:18])[CH2:15][CH2:14][C@@H:13]([NH:16][CH:37]2[CH2:38][CH2:39][C:34]([C:41]3[S:42][C:43]([CH3:46])=[CH:44][N:45]=3)([OH:33])[CH2:35][CH2:36]2)[CH2:12]1)([CH3:10])[CH3:9]. The catalyst class is: 793. (6) Reactant: [Cl:1][C:2]1[CH:10]=[CH:9][C:5]([C:6]([OH:8])=O)=[CH:4][N:3]=1.F[P-](F)(F)(F)(F)F.N1(OC(N(C)C)=[N+](C)C)C2C=CC=CC=2N=N1.[N:35]1[C:44]2[C:39](=[CH:40][CH:41]=[CH:42][CH:43]=2)[CH:38]=[C:37]([NH2:45])[CH:36]=1.C(N(CC)C(C)C)(C)C. Product: [Cl:1][C:2]1[CH:10]=[CH:9][C:5]([C:6]([NH:45][C:37]2[CH:36]=[N:35][C:44]3[C:39]([CH:38]=2)=[CH:40][CH:41]=[CH:42][CH:43]=3)=[O:8])=[CH:4][N:3]=1. The catalyst class is: 10. (7) Reactant: [NH2:1][C:2]1[CH:3]=[C:4]2[C:8](=[CH:9][CH:10]=1)[CH2:7][CH2:6][CH2:5]2.[C:11](OC(=O)C)(=[O:13])[CH3:12]. Product: [C:11]([NH:1][C:2]1[CH:3]=[C:4]2[C:8](=[CH:9][CH:10]=1)[CH2:7][CH2:6][CH2:5]2)(=[O:13])[CH3:12]. The catalyst class is: 15. (8) Reactant: [CH2:1]([O:8][C:9]1[CH:10]=[CH:11][C:12]2[C:16]([O:17][C:18]3[CH:32]=[CH:31][C:21]([O:22][CH2:23][CH2:24][N:25]4[CH2:30][CH2:29][CH2:28][CH2:27][CH2:26]4)=[CH:20][CH:19]=3)=[C:15]([C:33]3[CH:38]=[CH:37][C:36]([S:39]([CH3:42])(=[O:41])=[O:40])=[C:35](F)[CH:34]=3)S[C:13]=2[CH:44]=1)C1C=CC=CC=1.[F-].[Cs+].[CH:47]1(P(C2CCCCC2)C2CCCCC2)CCCC[CH2:48]1.[C:66](#N)[CH3:67]. Product: [N:25]1([CH2:24][CH2:23][O:22][C:21]2[CH:20]=[CH:19][C:18]([O:17][C:16]3[C:12]4[C:13](=[CH:44][C:9]([O:8][CH3:1])=[CH:10][CH:11]=4)[CH:48]=[CH:47][C:15]=3[C:33]3[CH:34]=[CH:35][C:36]([S:39]([CH:42]4[CH2:67][CH2:66]4)(=[O:41])=[O:40])=[CH:37][CH:38]=3)=[CH:32][CH:31]=2)[CH2:30][CH2:29][CH2:28][CH2:27][CH2:26]1. The catalyst class is: 167. (9) Reactant: C([Li])CCC.Br[C:7]1[CH:12]=[CH:11][C:10]([O:13][CH:14]2[CH2:19][CH2:18][N:17]([C:20]([O:22][C:23]([CH3:26])([CH3:25])[CH3:24])=[O:21])[CH2:16][CH2:15]2)=[CH:9][CH:8]=1.[O:27]=[C:28]1[CH2:33][CH2:32][N:31]([C:34]([O:36][CH2:37][C:38]2[CH:43]=[CH:42][CH:41]=[CH:40][CH:39]=2)=[O:35])[CH2:30][CH2:29]1. Product: [CH3:24][C:23]([O:22][C:20]([N:17]1[CH2:18][CH2:19][CH:14]([O:13][C:10]2[CH:11]=[CH:12][C:7]([C:28]3([OH:27])[CH2:29][CH2:30][N:31]([C:34]([O:36][CH2:37][C:38]4[CH:43]=[CH:42][CH:41]=[CH:40][CH:39]=4)=[O:35])[CH2:32][CH2:33]3)=[CH:8][CH:9]=2)[CH2:15][CH2:16]1)=[O:21])([CH3:26])[CH3:25]. The catalyst class is: 7. (10) Reactant: [OH:1][C:2]1[CH:7]=[CH:6][C:5]([C:8]2[C:9](=[O:23])[C:10]([CH3:22])([CH3:21])[O:11][C:12]=2[C:13]2[CH:18]=[CH:17][C:16]([O:19][CH3:20])=[CH:15][CH:14]=2)=[CH:4][CH:3]=1.C(=O)([O-])[O-].[Cs+].[Cs+].CN(C=O)C.Cl[CH2:36][C:37]1[C:42]([CH3:43])=[CH:41][C:40]([CH3:44])=[CH:39][N:38]=1. Product: [CH3:43][C:42]1[C:37]([CH2:36][O:1][C:2]2[CH:3]=[CH:4][C:5]([C:8]3[C:9](=[O:23])[C:10]([CH3:21])([CH3:22])[O:11][C:12]=3[C:13]3[CH:18]=[CH:17][C:16]([O:19][CH3:20])=[CH:15][CH:14]=3)=[CH:6][CH:7]=2)=[N:38][CH:39]=[C:40]([CH3:44])[CH:41]=1. The catalyst class is: 6.